This data is from Reaction yield outcomes from USPTO patents with 853,638 reactions. The task is: Predict the reaction yield, written as a fraction of the theoretical maximum amount of product (1.0 means a 100% yield; for example, 0.34 means a 34% yield). (1) The reactants are Br[C:2]1[CH:3]=[N:4][CH:5]=[C:6]([O:8][CH2:9][C@H:10]2[CH2:14][CH2:13][CH2:12][N:11]2[C:15]([O:17][C:18]([CH3:21])([CH3:20])[CH3:19])=[O:16])[CH:7]=1.[CH3:22][C:23]1[CH:38]=[CH:37][C:26]([CH2:27][O:28][CH2:29][CH2:30][CH:31]2[CH2:36][CH2:35][NH:34][CH2:33][CH2:32]2)=[CH:25][CH:24]=1.CC(C)([O-])C.[Na+]. The catalyst is C1(C)C=CC=CC=1.C1C=CC(/C=C/C(/C=C/C2C=CC=CC=2)=O)=CC=1.C1C=CC(/C=C/C(/C=C/C2C=CC=CC=2)=O)=CC=1.C1C=CC(/C=C/C(/C=C/C2C=CC=CC=2)=O)=CC=1.[Pd].[Pd].C1(P(C2C=CC=CC=2)C2C3OC4C(=CC=CC=4P(C4C=CC=CC=4)C4C=CC=CC=4)C(C)(C)C=3C=CC=2)C=CC=CC=1. The product is [C:18]([O:17][C:15]([N:11]1[CH2:12][CH2:13][CH2:14][C@H:10]1[CH2:9][O:8][C:6]1[CH:5]=[N:4][CH:3]=[C:2]([N:34]2[CH2:33][CH2:32][CH:31]([CH2:30][CH2:29][O:28][CH2:27][C:26]3[CH:25]=[CH:24][C:23]([CH3:22])=[CH:38][CH:37]=3)[CH2:36][CH2:35]2)[CH:7]=1)=[O:16])([CH3:21])([CH3:20])[CH3:19]. The yield is 0.640. (2) The reactants are Cl[C:2]1[N:7]=[CH:6][C:5]([C:8]([NH:10][C:11]2[CH:16]=[C:15]([NH:17][C:18]([C:20]3[CH:25]=[CH:24][N:23]=[C:22]([N:26]4[CH2:31][CH2:30][O:29][CH2:28][CH2:27]4)[CH:21]=3)=[O:19])[CH:14]=[CH:13][C:12]=2[Cl:32])=[O:9])=[CH:4][CH:3]=1.[CH3:33][N:34]([CH3:40])[CH2:35][CH2:36][CH2:37][CH2:38][NH2:39]. No catalyst specified. The product is [Cl:32][C:12]1[CH:13]=[CH:14][C:15]([NH:17][C:18]([C:20]2[CH:25]=[CH:24][N:23]=[C:22]([N:26]3[CH2:27][CH2:28][O:29][CH2:30][CH2:31]3)[CH:21]=2)=[O:19])=[CH:16][C:11]=1[NH:10][C:8]([C:5]1[CH:6]=[N:7][C:2]([NH:39][CH2:38][CH2:37][CH2:36][CH2:35][N:34]([CH3:40])[CH3:33])=[CH:3][CH:4]=1)=[O:9]. The yield is 0.610. (3) The reactants are [OH:1][C:2]1[CH:3]=[C:4]([CH:7]=[CH:8][C:9]=1[OH:10])[C:5]#[N:6].Br[CH2:12]Br.C(=O)([O-])[O-].[K+].[K+].O. The product is [O:10]1[C:9]2[CH:8]=[CH:7][C:4]([C:5]#[N:6])=[CH:3][C:2]=2[O:1][CH2:12]1. The yield is 0.948. The catalyst is CN(C=O)C. (4) The reactants are Cl[C:2]1[N:11]=[C:10]2[C:5]([CH:6]=[CH:7][C:8](=[O:32])[N:9]2[CH2:12][CH2:13][N:14]2[CH2:19][CH2:18][CH:17]([NH:20][CH2:21][C:22]3[N:27]=[CH:26][C:25]4[O:28][CH2:29][CH2:30][O:31][C:24]=4[CH:23]=3)[CH2:16][CH2:15]2)=[CH:4][CH:3]=1.[CH3:33][O-:34].[Na+]. The catalyst is CO. The product is [O:31]1[C:24]2[CH:23]=[C:22]([CH2:21][NH:20][CH:17]3[CH2:18][CH2:19][N:14]([CH2:13][CH2:12][N:9]4[C:10]5[C:5](=[CH:4][CH:3]=[C:2]([O:34][CH3:33])[N:11]=5)[CH:6]=[CH:7][C:8]4=[O:32])[CH2:15][CH2:16]3)[N:27]=[CH:26][C:25]=2[O:28][CH2:29][CH2:30]1. The yield is 0.310. (5) The reactants are [F:1][C:2]1[CH:3]=[CH:4][C:5]([CH3:36])=[C:6]([CH:35]=1)[O:7][CH2:8][C:9]1[C:10]([C:23]2[CH:28]=[CH:27][C:26]([O:29]COC)=[CH:25][C:24]=2[O:33][CH3:34])=[CH:11][CH:12]=[C:13]2[C:18]=1[N:17]([CH3:19])[C:16](=[O:20])[C:15]([CH3:22])([CH3:21])[NH:14]2.Cl.O1CCOCC1. The catalyst is O1CCOCC1.CO.C(OCC)(=O)C. The product is [F:1][C:2]1[CH:3]=[CH:4][C:5]([CH3:36])=[C:6]([CH:35]=1)[O:7][CH2:8][C:9]1[C:10]([C:23]2[CH:28]=[CH:27][C:26]([OH:29])=[CH:25][C:24]=2[O:33][CH3:34])=[CH:11][CH:12]=[C:13]2[C:18]=1[N:17]([CH3:19])[C:16](=[O:20])[C:15]([CH3:22])([CH3:21])[NH:14]2. The yield is 0.970. (6) The reactants are [C:9](O[C:9]([O:11][C:12]([CH3:15])([CH3:14])[CH3:13])=[O:10])([O:11][C:12]([CH3:15])([CH3:14])[CH3:13])=[O:10].[CH2:16]1[C:18]2([CH2:23][CH2:22][NH:21][CH2:20][C@@H:19]2[O:24][C:25]2[N:30]=[C:29]([C:31]3[C:39]4[C:34](=[CH:35][CH:36]=[C:37]([CH2:40][C:41]([O:43][CH:44]([CH3:46])[CH3:45])=[O:42])[CH:38]=4)[NH:33][N:32]=3)[CH:28]=[N:27][CH:26]=2)[CH2:17]1. The catalyst is CN(C1C=CN=CC=1)C.C1COCC1. The product is [C:12]([O:11][C:9]([N:21]1[CH2:22][CH2:23][C:18]2([CH2:17][CH2:16]2)[C@@H:19]([O:24][C:25]2[N:30]=[C:29]([C:31]3[C:39]4[C:34](=[CH:35][CH:36]=[C:37]([CH2:40][C:41]([O:43][CH:44]([CH3:46])[CH3:45])=[O:42])[CH:38]=4)[N:33]([C:9]([O:11][C:12]([CH3:13])([CH3:14])[CH3:15])=[O:10])[N:32]=3)[CH:28]=[N:27][CH:26]=2)[CH2:20]1)=[O:10])([CH3:15])([CH3:14])[CH3:13]. The yield is 0.151. (7) The yield is 0.880. The product is [Cl:16][C:12]1[CH:11]=[C:10]([C:4]2[N:3]=[C:2]([NH:17][C:18]3[CH:19]=[CH:20][C:21]([C:24]([CH3:28])([CH3:27])[CH2:25][OH:26])=[CH:22][CH:23]=3)[CH:7]=[C:6]([CH2:8][CH3:9])[N:5]=2)[CH:15]=[CH:14][CH:13]=1. The catalyst is CN1C(=O)CCC1. The reactants are Cl[C:2]1[CH:7]=[C:6]([CH2:8][CH3:9])[N:5]=[C:4]([C:10]2[CH:15]=[CH:14][CH:13]=[C:12]([Cl:16])[CH:11]=2)[N:3]=1.[NH2:17][C:18]1[CH:23]=[CH:22][C:21]([C:24]([CH3:28])([CH3:27])[CH2:25][OH:26])=[CH:20][CH:19]=1.